This data is from NCI-60 drug combinations with 297,098 pairs across 59 cell lines. The task is: Regression. Given two drug SMILES strings and cell line genomic features, predict the synergy score measuring deviation from expected non-interaction effect. Drug 1: C1CN1P(=S)(N2CC2)N3CC3. Drug 2: C1C(C(OC1N2C=C(C(=O)NC2=O)F)CO)O. Cell line: HOP-62. Synergy scores: CSS=28.8, Synergy_ZIP=-8.41, Synergy_Bliss=-0.543, Synergy_Loewe=-6.27, Synergy_HSA=-1.45.